This data is from Catalyst prediction with 721,799 reactions and 888 catalyst types from USPTO. The task is: Predict which catalyst facilitates the given reaction. (1) The catalyst class is: 2. Product: [CH3:25][CH:26]1[N:27]([C:32]2[N:37]=[CH:36][C:35]([O:38][CH2:39][C:40]3[CH:45]=[CH:44][C:43]([S:46]([CH3:49])(=[O:48])=[O:47])=[CH:42][CH:41]=3)=[CH:34][N:33]=2)[CH2:28][CH2:29][N:30]([C:8]([O:17][C@@H:18]2[CH2:22][CH2:21][O:20][CH2:19]2)=[O:23])[CH2:31]1. Reactant: C(N(CC)CC)C.[C:8](=[O:23])([O:17][CH:18]1[CH2:22][CH2:21][O:20][CH2:19]1)ON1C(=O)CCC1=O.Cl.[CH3:25][C@@H:26]1[CH2:31][NH:30][CH2:29][CH2:28][N:27]1[C:32]1[N:37]=[CH:36][C:35]([O:38][CH2:39][C:40]2[CH:45]=[CH:44][C:43]([S:46]([CH3:49])(=[O:48])=[O:47])=[CH:42][CH:41]=2)=[CH:34][N:33]=1. (2) Reactant: [Cl:1][C:2]1[C:7]([CH:8]=[N:9][CH2:10][C:11]2[CH:12]=[N:13][C:14]([O:18][CH2:19][C:20]([F:23])([F:22])[F:21])=[C:15]([CH3:17])[CH:16]=2)=[C:6]([NH2:24])[CH:5]=[CH:4][N:3]=1.C(O)(=O)C.C(O)(=O)C.IC1C=CC=CC=1. Product: [Cl:1][C:2]1[C:7]2=[CH:8][N:9]([CH2:10][C:11]3[CH:12]=[N:13][C:14]([O:18][CH2:19][C:20]([F:21])([F:22])[F:23])=[C:15]([CH3:17])[CH:16]=3)[N:24]=[C:6]2[CH:5]=[CH:4][N:3]=1. The catalyst class is: 3. (3) Reactant: [CH3:1][N:2]1[C:10]2[C:5](=[CH:6][C:7](N)=[CH:8][CH:9]=2)[CH:4]=[N:3]1.S(=O)(=O)(O)O.N([O-])=O.[Na+].[I-:21].[Na+].[OH-].[Na+]. Product: [I:21][C:7]1[CH:6]=[C:5]2[C:10](=[CH:9][CH:8]=1)[N:2]([CH3:1])[N:3]=[CH:4]2. The catalyst class is: 238. (4) Reactant: [CH2:1]([NH:5][CH2:6][C:7]1[S:8][C:9]([C:12]2[CH:17]=[CH:16][CH:15]=[C:14]([S:18]([CH3:21])(=[O:20])=[O:19])[CH:13]=2)=[CH:10][CH:11]=1)[CH:2]([CH3:4])[CH3:3].[CH3:22][O:23][C:24](=[O:35])[C:25]1[CH:30]=[CH:29][CH:28]=[CH:27][C:26]=1[S:31](Cl)(=[O:33])=[O:32].C(N(CC)C(C)C)(C)C. Product: [CH3:22][O:23][C:24](=[O:35])[C:25]1[CH:30]=[CH:29][CH:28]=[CH:27][C:26]=1[S:31](=[O:32])(=[O:33])[N:5]([CH2:1][CH:2]([CH3:4])[CH3:3])[CH2:6][C:7]1[S:8][C:9]([C:12]2[CH:17]=[CH:16][CH:15]=[C:14]([S:18]([CH3:21])(=[O:20])=[O:19])[CH:13]=2)=[CH:10][CH:11]=1. The catalyst class is: 4. (5) Reactant: [OH:1][CH2:2][C@H:3]1[NH:8][CH2:7][CH2:6][N:5]([C:9]([O:11][CH2:12][C:13]2[CH:18]=[CH:17][CH:16]=[CH:15][CH:14]=2)=[O:10])[CH2:4]1.C(N(CC)CC)C.[C:26](Cl)([C:39]1[CH:44]=[CH:43][CH:42]=[CH:41][CH:40]=1)([C:33]1[CH:38]=[CH:37][CH:36]=[CH:35][CH:34]=1)[C:27]1[CH:32]=[CH:31][CH:30]=[CH:29][CH:28]=1.C(=O)([O-])O.[Na+]. Product: [OH:1][CH2:2][C@H:3]1[N:8]([C:26]([C:27]2[CH:32]=[CH:31][CH:30]=[CH:29][CH:28]=2)([C:39]2[CH:40]=[CH:41][CH:42]=[CH:43][CH:44]=2)[C:33]2[CH:34]=[CH:35][CH:36]=[CH:37][CH:38]=2)[CH2:7][CH2:6][N:5]([C:9]([O:11][CH2:12][C:13]2[CH:18]=[CH:17][CH:16]=[CH:15][CH:14]=2)=[O:10])[CH2:4]1. The catalyst class is: 3.